Task: Predict the reaction yield, written as a fraction of the theoretical maximum amount of product (1.0 means a 100% yield; for example, 0.34 means a 34% yield).. Dataset: Reaction yield outcomes from USPTO patents with 853,638 reactions (1) The reactants are [Br:1][C:2]1[CH:29]=[CH:28][C:5]2[C:6]3[N:7]([CH:11]=[C:12]([C:14]([N:16]=[C:17](SC)[NH:18]C(OC(C)(C)C)=O)=O)[N:13]=3)[CH2:8][CH2:9][O:10][C:4]=2[CH:3]=1.Cl.[CH:31]([NH:34][NH2:35])([CH3:33])[CH3:32].CCN(C(C)C)C(C)C. The catalyst is CN(C=O)C. The product is [Br:1][C:2]1[CH:29]=[CH:28][C:5]2[C:6]3[N:7]([CH:11]=[C:12]([C:14]4[N:34]([CH:31]([CH3:33])[CH3:32])[N:35]=[C:17]([NH2:18])[N:16]=4)[N:13]=3)[CH2:8][CH2:9][O:10][C:4]=2[CH:3]=1. The yield is 0.490. (2) The reactants are Br[CH2:2][C:3]([C:5]1[CH:10]=[CH:9][C:8]([F:11])=[CH:7][CH:6]=1)=O.[C:12]([CH2:14][C:15]([NH2:17])=[S:16])#[N:13]. No catalyst specified. The product is [F:11][C:8]1[CH:9]=[CH:10][C:5]([C:3]2[N:17]=[C:15]([CH2:14][C:12]#[N:13])[S:16][CH:2]=2)=[CH:6][CH:7]=1. The yield is 0.720. (3) The reactants are B(Cl)([C@H]1[C@H](C)[C@@H]2C(C)(C)[C@@H](C2)C1)[C@H]1[C@H](C)[C@@H]2C(C)(C)[C@@H](C2)C1.Cl.[Cl:24][CH2:25][C:26]([C:28]1[CH:29]=[N:30][CH:31]=[CH:32][CH:33]=1)=[O:27].C(N(CC)CC)C.O. The catalyst is O1CCCC1.C(OCC)(=O)C. The product is [Cl:24][CH2:25][C@@H:26]([C:28]1[CH:29]=[N:30][CH:31]=[CH:32][CH:33]=1)[OH:27]. The yield is 0.820. (4) The reactants are Cl[C:2]1[N:3]=[C:4]([N:12]2[CH2:16][CH2:15][C@H:14]([NH:17][C:18](=[O:20])[CH3:19])[CH2:13]2)[C:5]2[N:11]=[CH:10][CH:9]=[CH:8][C:6]=2[N:7]=1.[NH2:21][C:22]1[CH:23]=[C:24]([CH:27]=[C:28]([NH2:30])[CH:29]=1)[C:25]#[N:26]. No catalyst specified. The product is [NH2:21][C:22]1[CH:29]=[C:28]([NH:30][C:2]2[N:3]=[C:4]([N:12]3[CH2:16][CH2:15][C@H:14]([NH:17][C:18](=[O:20])[CH3:19])[CH2:13]3)[C:5]3[N:11]=[CH:10][CH:9]=[CH:8][C:6]=3[N:7]=2)[CH:27]=[C:24]([C:25]#[N:26])[CH:23]=1. The yield is 0.290.